Dataset: Full USPTO retrosynthesis dataset with 1.9M reactions from patents (1976-2016). Task: Predict the reactants needed to synthesize the given product. (1) Given the product [CH3:8][O:9][C:10](=[O:24])[CH2:11][C:13]1[C:21]2[C:16](=[N:17][C:18]([Cl:22])=[CH:19][CH:20]=2)[NH:15][C:14]=1[CH3:23], predict the reactants needed to synthesize it. The reactants are: C([SiH](CC)CC)C.[CH3:8][O:9][C:10](=[O:24])[C:11]([C:13]1[C:21]2[C:16](=[N:17][C:18]([Cl:22])=[CH:19][CH:20]=2)[NH:15][C:14]=1[CH3:23])=O. (2) Given the product [CH2:1]([N:5]1[C:6]2[C:15]3[CH:14]=[CH:13][CH:12]=[CH:11][C:10]=3[N:9]=[CH:8][C:7]=2[N:16]=[C:19]1[CH2:20][OH:21])[CH2:2][CH2:3][CH3:4], predict the reactants needed to synthesize it. The reactants are: [CH2:1]([NH:5][C:6]1[C:15]2[C:10](=[CH:11][CH:12]=[CH:13][CH:14]=2)[N:9]=[CH:8][C:7]=1[N+:16]([O-])=O)[CH2:2][CH2:3][CH3:4].[C:19](O)(=O)[CH2:20][OH:21]. (3) The reactants are: [NH2:1][C:2]1[CH:10]=[CH:9][C:5]([C:6]([OH:8])=O)=[CH:4][C:3]=1[F:11].[NH2:12][CH:13]1[CH2:18][CH2:17][N:16]([CH3:19])[CH2:15][CH2:14]1.CN(C(ON1N=NC2C=CC=NC1=2)=[N+](C)C)C.F[P-](F)(F)(F)(F)F.CCN(C(C)C)C(C)C. Given the product [NH2:1][C:2]1[CH:10]=[CH:9][C:5]([C:6]([NH:12][CH:13]2[CH2:18][CH2:17][N:16]([CH3:19])[CH2:15][CH2:14]2)=[O:8])=[CH:4][C:3]=1[F:11], predict the reactants needed to synthesize it. (4) Given the product [CH2:1]([C:5]1[N:9]([C:10]2[CH:15]=[CH:14][CH:13]=[CH:12][CH:11]=2)[N:8]=[C:7]([CH2:16][NH2:17])[CH:6]=1)[CH:2]([CH3:4])[CH3:3], predict the reactants needed to synthesize it. The reactants are: [CH2:1]([C:5]1[N:9]([C:10]2[CH:15]=[CH:14][CH:13]=[CH:12][CH:11]=2)[N:8]=[C:7]([CH:16]=[N:17]O)[CH:6]=1)[CH:2]([CH3:4])[CH3:3].[H-].[Al+3].[Li+].[H-].[H-].[H-].CCCCCC.CCOC(C)=O. (5) Given the product [Cl:1][C:2]1[CH:7]=[C:6]([F:8])[CH:5]=[CH:4][C:3]=1[CH2:9][NH:10][C:11](=[O:24])[C@@H:17]1[CH2:12][CH2:13][C:14](=[O:15])[N:22]1[CH:19]1[CH2:21][CH2:20]1, predict the reactants needed to synthesize it. The reactants are: [Cl:1][C:2]1[CH:7]=[C:6]([F:8])[CH:5]=[CH:4][C:3]=1[CH2:9][N+:10]#[C-:11].[CH2:12]([CH:17]=O)[CH2:13][C:14](O)=[O:15].[CH:19]1([NH2:22])[CH2:21][CH2:20]1.C[OH:24]. (6) Given the product [NH:15]1[C:23]2[C:18](=[CH:19][C:20]([NH:24][C:25](=[O:26])[C:27]3[CH:34]=[CH:33][C:30]([C:31]4[NH:1][C:4]5[CH:5]=[C:6]([O:13][CH3:14])[CH:7]=[CH:8][C:9]=5[N:10]=4)=[CH:29][CH:28]=3)=[CH:21][CH:22]=2)[CH:17]=[CH:16]1, predict the reactants needed to synthesize it. The reactants are: [N+:1]([C:4]1[CH:5]=[C:6]([O:13][CH3:14])[CH:7]=[CH:8][C:9]=1[N+:10]([O-])=O)([O-])=O.[NH:15]1[C:23]2[C:18](=[CH:19][C:20]([NH:24][C:25]([C:27]3[CH:34]=[CH:33][C:30]([CH:31]=O)=[CH:29][CH:28]=3)=[O:26])=[CH:21][CH:22]=2)[CH:17]=[CH:16]1. (7) Given the product [F:1][C:2]1[CH:7]=[C:6]([C:34]2[C:35]([CH3:43])=[N:36][C:37]([O:41][CH3:42])=[CH:38][C:39]=2[CH3:40])[C:5]([F:17])=[CH:4][C:3]=1[C:18]1[N:22]([C@H:23]2[CH2:27][CH2:26][O:25][CH2:24]2)[N:21]=[CH:20][C:19]=1[C:28]([O:30][CH2:31][CH3:32])=[O:29], predict the reactants needed to synthesize it. The reactants are: [F:1][C:2]1[CH:7]=[C:6](B2OC(C)(C)C(C)(C)O2)[C:5]([F:17])=[CH:4][C:3]=1[C:18]1[N:22]([C@H:23]2[CH2:27][CH2:26][O:25][CH2:24]2)[N:21]=[CH:20][C:19]=1[C:28]([O:30][CH2:31][CH3:32])=[O:29].Br[C:34]1[C:35]([CH3:43])=[N:36][C:37]([O:41][CH3:42])=[CH:38][C:39]=1[CH3:40].F.[K].